From a dataset of Forward reaction prediction with 1.9M reactions from USPTO patents (1976-2016). Predict the product of the given reaction. (1) The product is: [OH:7][CH2:8][CH2:9][S:10][C:11]1[CH:16]=[CH:15][N:14]=[CH:13][CH:12]=1. Given the reactants O1CCCCC1[O:7][CH2:8][CH2:9][S:10][C:11]1[CH:16]=[CH:15][N:14]=[CH:13][CH:12]=1, predict the reaction product. (2) Given the reactants [F:1][C:2]1[CH:7]=[CH:6][C:5]([CH3:8])=[CH:4][C:3]=1[NH:9][C:10]([NH:12][C:13]1[CH:33]=[CH:32][C:16]([O:17][C:18]2[CH:23]=[CH:22][N:21]=[C:20]([C:24]3[NH:28][CH:27]=[C:26]([C:29]([OH:31])=[O:30])[CH:25]=3)[CH:19]=2)=[CH:15][CH:14]=1)=[O:11].[CH2:34](O)[CH2:35][OH:36].O.Cl, predict the reaction product. The product is: [F:1][C:2]1[CH:7]=[CH:6][C:5]([CH3:8])=[CH:4][C:3]=1[NH:9][C:10]([NH:12][C:13]1[CH:14]=[CH:15][C:16]([O:17][C:18]2[CH:23]=[CH:22][N:21]=[C:20]([C:24]3[NH:28][CH:27]=[C:26]([C:29]([O:31][CH2:34][CH2:35][OH:36])=[O:30])[CH:25]=3)[CH:19]=2)=[CH:32][CH:33]=1)=[O:11].